From a dataset of Reaction yield outcomes from USPTO patents with 853,638 reactions. Predict the reaction yield, written as a fraction of the theoretical maximum amount of product (1.0 means a 100% yield; for example, 0.34 means a 34% yield). (1) The reactants are [NH2:1][C:2]1[CH:10]=[CH:9][CH:8]=[C:7]([Cl:11])[C:3]=1[C:4]([OH:6])=O.O=S(Cl)Cl.[NH2:16][C:17]1[CH:22]=[CH:21][CH:20]=[CH:19][CH:18]=1.CCN(CC)CC. The catalyst is C1(C)C=CC=CC=1.C(Cl)Cl. The product is [NH2:1][C:2]1[CH:10]=[CH:9][CH:8]=[C:7]([Cl:11])[C:3]=1[C:4]([NH:16][C:17]1[CH:22]=[CH:21][CH:20]=[CH:19][CH:18]=1)=[O:6]. The yield is 0.180. (2) The reactants are Br[C:2]1[CH:25]=[CH:24][C:5]2[N:6]([C:9]3[CH:10]=[C:11]([NH:15][C:16]([NH:18][CH2:19][C:20]([F:23])([F:22])[F:21])=[O:17])[CH:12]=[CH:13][CH:14]=3)[CH:7]=[N:8][C:4]=2[CH:3]=1.CC1(C)C(C)(C)OB([C:34]2[CH:35]=[N:36][N:37]([CH:39]3[CH2:44][CH2:43][N:42]([C:45]([O:47][C:48]([CH3:51])([CH3:50])[CH3:49])=[O:46])[CH2:41][CH2:40]3)[CH:38]=2)O1.ClCCl.C(=O)([O-])[O-].[Na+].[Na+]. The catalyst is O1CCOCC1.O.Cl[Pd]Cl.C1(P(C2C=CC=CC=2)[C-]2C=CC=C2)C=CC=CC=1.[C-]1(P(C2C=CC=CC=2)C2C=CC=CC=2)C=CC=C1.[Fe+2]. The product is [F:21][C:20]([F:23])([F:22])[CH2:19][NH:18][C:16]([NH:15][C:11]1[CH:10]=[C:9]([N:6]2[C:5]3[CH:24]=[CH:25][C:2]([C:34]4[CH:35]=[N:36][N:37]([CH:39]5[CH2:40][CH2:41][N:42]([C:45]([O:47][C:48]([CH3:51])([CH3:50])[CH3:49])=[O:46])[CH2:43][CH2:44]5)[CH:38]=4)=[CH:3][C:4]=3[N:8]=[CH:7]2)[CH:14]=[CH:13][CH:12]=1)=[O:17]. The yield is 0.340.